Dataset: Full USPTO retrosynthesis dataset with 1.9M reactions from patents (1976-2016). Task: Predict the reactants needed to synthesize the given product. (1) Given the product [CH:9]1([CH:7]2[CH2:6][S:4][CH2:3][CH2:2][N:1]2[C:19]([O:18][C:15]([CH3:17])([CH3:16])[CH3:14])=[O:20])[CH2:11][CH2:10]1, predict the reactants needed to synthesize it. The reactants are: [NH2:1][CH2:2][CH2:3][SH:4].Br[CH2:6][C:7]([CH:9]1[CH2:11][CH2:10]1)=O.[BH4-].[Na+].[CH3:14][C:15]([O:18][C:19](O[C:19]([O:18][C:15]([CH3:17])([CH3:16])[CH3:14])=[O:20])=[O:20])([CH3:17])[CH3:16]. (2) Given the product [BrH:14].[NH2:7][CH2:6][C:5]1[CH:8]=[CH:9][C:10]([OH:11])=[C:3]([Cl:2])[CH:4]=1, predict the reactants needed to synthesize it. The reactants are: Cl.[Cl:2][C:3]1[CH:4]=[C:5]([CH:8]=[CH:9][C:10]=1[O:11]C)[CH2:6][NH2:7].B(Br)(Br)[Br:14]. (3) The reactants are: Br[C:2]1[CH:25]=[CH:24][C:5]2[C:6]3[N:7]=[C:8]([C:14]4[N:15]([CH2:19][C:20]([F:23])([F:22])[F:21])[N:16]=[CH:17][N:18]=4)[S:9][C:10]=3[CH2:11][CH2:12][O:13][C:4]=2[CH:3]=1.[N:26]1([CH2:32][CH2:33][NH:34][C:35]2[CH:40]=[CH:39][C:38](B3OC(C)(C)C(C)(C)O3)=[CH:37][N:36]=2)[CH2:31][CH2:30][O:29][CH2:28][CH2:27]1. Given the product [N:26]1([CH2:32][CH2:33][NH:34][C:35]2[CH:40]=[CH:39][C:38]([C:2]3[CH:25]=[CH:24][C:5]4[C:6]5[N:7]=[C:8]([C:14]6[N:15]([CH2:19][C:20]([F:22])([F:23])[F:21])[N:16]=[CH:17][N:18]=6)[S:9][C:10]=5[CH2:11][CH2:12][O:13][C:4]=4[CH:3]=3)=[CH:37][N:36]=2)[CH2:31][CH2:30][O:29][CH2:28][CH2:27]1, predict the reactants needed to synthesize it. (4) Given the product [C:1]([C:5]1[CH:9]=[CH:8][N:7]([CH2:10][OH:11])[N:6]=1)([CH3:4])([CH3:3])[CH3:2], predict the reactants needed to synthesize it. The reactants are: [C:1]([C:5]1[CH:9]=[CH:8][NH:7][N:6]=1)([CH3:4])([CH3:3])[CH3:2].[CH2:10]=[O:11].C(N(CC)CC)C. (5) The reactants are: [NH2:1][C:2]1[C:3]([CH3:14])=[C:4]([C:9]([Br:13])=[C:10]([F:12])[CH:11]=1)[C:5]([O:7][CH3:8])=[O:6].[N:15]([O-])=O.[Na+]. Given the product [Br:13][C:9]1[C:10]([F:12])=[CH:11][C:2]2[NH:1][N:15]=[CH:14][C:3]=2[C:4]=1[C:5]([O:7][CH3:8])=[O:6], predict the reactants needed to synthesize it.